This data is from Forward reaction prediction with 1.9M reactions from USPTO patents (1976-2016). The task is: Predict the product of the given reaction. (1) Given the reactants [CH3:1][C:2]([O:5][C:6]([N:8]1[C:16]2[C:11](=[CH:12][C:13]([C:24]3[CH:29]=[CH:28][CH:27]=[CH:26][CH:25]=3)=[CH:14][C:15]=2[C:17]([O:19][C:20]([CH3:23])([CH3:22])[CH3:21])=[O:18])[CH:10]=[C:9]1[C:30](O)=[O:31])=[O:7])([CH3:4])[CH3:3].[CH3:33][N:34](C(ON1N=NC2C=CC=NC1=2)=[N+](C)C)[CH3:35].F[P-](F)(F)(F)(F)F.C(N(C(C)C)CC)(C)C.CNC, predict the reaction product. The product is: [CH3:33][N:34]([CH3:35])[C:30]([C:9]1[N:8]([C:6]([O:5][C:2]([CH3:3])([CH3:1])[CH3:4])=[O:7])[C:16]2[C:11]([CH:10]=1)=[CH:12][C:13]([C:24]1[CH:29]=[CH:28][CH:27]=[CH:26][CH:25]=1)=[CH:14][C:15]=2[C:17]([O:19][C:20]([CH3:21])([CH3:23])[CH3:22])=[O:18])=[O:31]. (2) Given the reactants Cl.[NH:2]1[CH2:6][CH2:5][C@@H:4]([NH:7][C:8]([C:10]2[C:14]3[N:15]=[CH:16][N:17]=[C:18]([C:19]4[C:27]5[O:26][CH2:25][O:24][C:23]=5[CH:22]=[CH:21][C:20]=4[O:28][CH2:29][CH:30]4[CH2:32][CH2:31]4)[C:13]=3[NH:12][CH:11]=2)=[O:9])[CH2:3]1.Cl[C:34]([O:36][CH2:37][CH3:38])=[O:35], predict the reaction product. The product is: [CH2:37]([O:36][C:34]([N:2]1[CH2:6][CH2:5][C@@H:4]([NH:7][C:8]([C:10]2[C:14]3[N:15]=[CH:16][N:17]=[C:18]([C:19]4[C:27]5[O:26][CH2:25][O:24][C:23]=5[CH:22]=[CH:21][C:20]=4[O:28][CH2:29][CH:30]4[CH2:32][CH2:31]4)[C:13]=3[NH:12][CH:11]=2)=[O:9])[CH2:3]1)=[O:35])[CH3:38]. (3) Given the reactants [C:1]1([CH3:8])[CH:6]=[CH:5][CH:4]=[C:3]([CH3:7])[CH:2]=1.[F:9][C:10]([F:18])([F:17])[C:11]([C:13]([F:16])([F:15])[F:14])=[O:12], predict the reaction product. The product is: [F:9][C:10]([F:18])([F:17])[C:11]([C:6]1[CH:5]=[CH:4][C:3]([CH3:7])=[CH:2][C:1]=1[CH3:8])([OH:12])[C:13]([F:16])([F:15])[F:14].